This data is from Full USPTO retrosynthesis dataset with 1.9M reactions from patents (1976-2016). The task is: Predict the reactants needed to synthesize the given product. (1) Given the product [NH:48]1[C:45]2=[N:46][CH:47]=[C:42]([O:41][C:14]3[CH:15]=[C:16]([N:19]4[CH2:20][CH2:21][N:22]([CH2:25][C:26]5[CH2:31][CH2:30][C:29]([CH3:32])([CH3:33])[CH2:28][C:27]=5[C:34]5[CH:35]=[CH:36][C:37]([Cl:40])=[CH:38][CH:39]=5)[CH2:23][CH2:24]4)[CH:17]=[CH:18][C:13]=3[C:12]([NH:11][S:8]([C:5]3[CH:6]=[CH:7][C:2]([NH:55][CH:56]4[CH2:57][CH2:58][N:59]([C:62]([O:64][C:65]([CH3:68])([CH3:67])[CH3:66])=[O:63])[CH2:60][CH2:61]4)=[C:3]([N+:52]([O-:54])=[O:53])[CH:4]=3)(=[O:10])=[O:9])=[O:51])[CH:43]=[C:44]2[CH:50]=[CH:49]1, predict the reactants needed to synthesize it. The reactants are: Cl[C:2]1[CH:7]=[CH:6][C:5]([S:8]([NH:11][C:12](=[O:51])[C:13]2[CH:18]=[CH:17][C:16]([N:19]3[CH2:24][CH2:23][N:22]([CH2:25][C:26]4[CH2:31][CH2:30][C:29]([CH3:33])([CH3:32])[CH2:28][C:27]=4[C:34]4[CH:39]=[CH:38][C:37]([Cl:40])=[CH:36][CH:35]=4)[CH2:21][CH2:20]3)=[CH:15][C:14]=2[O:41][C:42]2[CH:43]=[C:44]3[CH:50]=[CH:49][NH:48][C:45]3=[N:46][CH:47]=2)(=[O:10])=[O:9])=[CH:4][C:3]=1[N+:52]([O-:54])=[O:53].[NH2:55][CH:56]1[CH2:61][CH2:60][N:59]([C:62]([O:64][C:65]([CH3:68])([CH3:67])[CH3:66])=[O:63])[CH2:58][CH2:57]1.CCN(C(C)C)C(C)C. (2) The reactants are: Cl[C:2]1[N:7]=[C:6]([C:8]2[N:12]3[CH:13]=[CH:14][CH:15]=[CH:16][C:11]3=[N:10][C:9]=2[C:17]2[CH:18]=[CH:19][C:20]([O:34][CH2:35][CH3:36])=[C:21]([CH:33]=2)[C:22]([NH:24][C:25]2[C:30]([F:31])=[CH:29][CH:28]=[CH:27][C:26]=2[F:32])=[O:23])[CH:5]=[CH:4][N:3]=1.[CH3:37][C:38]1[C:39]([N:47]2[CH2:52][CH2:51][N:50]([CH2:53][CH2:54][S:55]([CH3:58])(=[O:57])=[O:56])[CH2:49][CH2:48]2)=[CH:40][C:41]([O:45][CH3:46])=[C:42]([CH:44]=1)[NH2:43].C1(C)C=CC(S(O)(=O)=O)=CC=1.C[O-].[Na+]. Given the product [F:32][C:26]1[CH:27]=[CH:28][CH:29]=[C:30]([F:31])[C:25]=1[NH:24][C:22](=[O:23])[C:21]1[CH:33]=[C:17]([C:9]2[N:10]=[C:11]3[CH:16]=[CH:15][CH:14]=[CH:13][N:12]3[C:8]=2[C:6]2[CH:5]=[CH:4][N:3]=[C:2]([NH:43][C:42]3[CH:44]=[C:38]([CH3:37])[C:39]([N:47]4[CH2:52][CH2:51][N:50]([CH2:53][CH2:54][S:55]([CH3:58])(=[O:57])=[O:56])[CH2:49][CH2:48]4)=[CH:40][C:41]=3[O:45][CH3:46])[N:7]=2)[CH:18]=[CH:19][C:20]=1[O:34][CH2:35][CH3:36], predict the reactants needed to synthesize it. (3) Given the product [CH3:12][C:9]1[CH:8]=[CH:7][C:6]2[C:11](=[C:2]([NH:19][C:16]3[CH:17]=[CH:18][N:14]([CH3:13])[N:15]=3)[N:3]=[CH:4][CH:5]=2)[N:10]=1, predict the reactants needed to synthesize it. The reactants are: Cl[C:2]1[N:3]=[CH:4][CH:5]=[C:6]2[C:11]=1[N:10]=[C:9]([CH3:12])[CH:8]=[CH:7]2.[CH3:13][N:14]1[CH:18]=[CH:17][C:16]([NH2:19])=[N:15]1.